This data is from NCI-60 drug combinations with 297,098 pairs across 59 cell lines. The task is: Regression. Given two drug SMILES strings and cell line genomic features, predict the synergy score measuring deviation from expected non-interaction effect. (1) Drug 1: C(CN)CNCCSP(=O)(O)O. Drug 2: C1C(C(OC1N2C=NC3=C2NC=NCC3O)CO)O. Cell line: SK-MEL-28. Synergy scores: CSS=-0.454, Synergy_ZIP=5.26, Synergy_Bliss=-2.27, Synergy_Loewe=-0.282, Synergy_HSA=-2.35. (2) Drug 1: CC(C1=C(C=CC(=C1Cl)F)Cl)OC2=C(N=CC(=C2)C3=CN(N=C3)C4CCNCC4)N. Drug 2: CC1=C(C(=O)C2=C(C1=O)N3CC4C(C3(C2COC(=O)N)OC)N4)N. Cell line: OVCAR-4. Synergy scores: CSS=-2.57, Synergy_ZIP=-1.31, Synergy_Bliss=-7.00, Synergy_Loewe=-12.6, Synergy_HSA=-8.06.